Task: Predict which catalyst facilitates the given reaction.. Dataset: Catalyst prediction with 721,799 reactions and 888 catalyst types from USPTO (1) Product: [OH:25][NH:24][C:20]([C:18]1[CH:17]=[N:16][C:14]2[CH2:15][N:9]([C:7]([CH:4]3[CH2:3][CH2:2][O:1][CH2:6][CH2:5]3)=[O:8])[CH2:10][CH2:11][O:12][C:13]=2[N:19]=1)=[O:22]. The catalyst class is: 36. Reactant: [O:1]1[CH2:6][CH2:5][CH:4]([C:7]([N:9]2[CH2:15][C:14]3[N:16]=[CH:17][C:18]([C:20]([O:22]C)=O)=[N:19][C:13]=3[O:12][CH2:11][CH2:10]2)=[O:8])[CH2:3][CH2:2]1.[NH2:24][OH:25].[OH-].[Na+].Cl. (2) Reactant: FC(F)(F)C(O[C:6](=[O:11])[C:7](F)(F)F)=O.[Br:14][C:15]1C(C)=[N+:17]([O-])[CH:18]=[CH:19][CH:20]=1. Product: [Br:14][C:15]1[C:7]([CH2:6][OH:11])=[N:17][CH:18]=[CH:19][CH:20]=1. The catalyst class is: 124. (3) Reactant: [C:1]([C:5]1[CH:6]=[C:7]([NH:17][C:18]([NH:20][C:21]2[C:30]3[C:25](=[CH:26][CH:27]=[CH:28][CH:29]=3)[C:24]([O:31][CH2:32][C:33]3[CH:38]=[CH:37][N:36]=[CH:35][CH:34]=3)=[CH:23][CH:22]=2)=[O:19])[N:8]([C:10]2[CH:15]=[CH:14][C:13](C)=[CH:12][CH:11]=2)[N:9]=1)([CH3:4])([CH3:3])[CH3:2].[F:39][C:40]([F:50])([F:49])C1C=C(NN)C=CC=1. Product: [C:1]([C:5]1[CH:6]=[C:7]([NH:17][C:18]([NH:20][C:21]2[C:30]3[C:25](=[CH:26][CH:27]=[CH:28][CH:29]=3)[C:24]([O:31][CH2:32][C:33]3[CH:34]=[CH:35][N:36]=[CH:37][CH:38]=3)=[CH:23][CH:22]=2)=[O:19])[N:8]([C:10]2[CH:15]=[CH:14][CH:13]=[C:12]([C:40]([F:50])([F:49])[F:39])[CH:11]=2)[N:9]=1)([CH3:2])([CH3:3])[CH3:4]. The catalyst class is: 521. (4) Reactant: [F:1][C:2]([F:7])([F:6])[C:3]([OH:5])=[O:4].CC([CH:12]1[CH2:17][CH:16]([C:18]([NH:20][C:21]2[CH:22]=[C:23]3[C:27](=[CH:28][CH:29]=2)[NH:26][C:25]([C:30]([NH:32][CH2:33][C:34]2[CH:39]=[CH:38][C:37]([Cl:40])=[C:36]([O:41][C:42]4[CH:47]=[C:46]([C:48]#[N:49])[CH:45]=[C:44]([Cl:50])[CH:43]=4)[C:35]=2[F:51])=[O:31])=[CH:24]3)=[O:19])[CH2:15][CH2:14][N:13]1C([O-])=O)(C)C. Product: [F:1][C:2]([F:7])([F:6])[C:3]([OH:5])=[O:4].[Cl:40][C:37]1[CH:38]=[CH:39][C:34]([CH2:33][NH:32][C:30]([C:25]2[NH:26][C:27]3[C:23]([CH:24]=2)=[CH:22][C:21]([NH:20][C:18]([CH:16]2[CH2:15][CH2:14][NH:13][CH2:12][CH2:17]2)=[O:19])=[CH:29][CH:28]=3)=[O:31])=[C:35]([F:51])[C:36]=1[O:41][C:42]1[CH:47]=[C:46]([C:48]#[N:49])[CH:45]=[C:44]([Cl:50])[CH:43]=1. The catalyst class is: 4. (5) Reactant: [I:1][C:2]1[CH:9]=[CH:8][C:5]([CH2:6][NH2:7])=[CH:4][CH:3]=1.N1C=CC=CC=1.[C:16](OC(=O)C)(=[O:18])[CH3:17]. Product: [I:1][C:2]1[CH:9]=[CH:8][C:5]([CH2:6][NH:7][C:16](=[O:18])[CH3:17])=[CH:4][CH:3]=1. The catalyst class is: 22.